This data is from Reaction yield outcomes from USPTO patents with 853,638 reactions. The task is: Predict the reaction yield, written as a fraction of the theoretical maximum amount of product (1.0 means a 100% yield; for example, 0.34 means a 34% yield). The reactants are [CH3:1][C:2]1[CH:37]=[CH:36][C:5]([CH2:6][N:7](CC2C=CC(C)=CC=2)[C:8]2[C:16]3[S:15][C:14]([NH:17][C:18](=[O:25])[C:19]4[CH:24]=[CH:23][CH:22]=[CH:21][CH:20]=4)=[N:13][C:12]=3[C:11]([O:26][CH3:27])=[CH:10][CH:9]=2)=[CH:4][CH:3]=1.Cl[C:39]([O:41][CH2:42][C:43]([Cl:46])([Cl:45])[Cl:44])=[O:40]. The catalyst is C(#N)C. The product is [Cl:44][C:43]([Cl:46])([Cl:45])[CH2:42][O:41][C:39](=[O:40])[N:7]([C:8]1[C:16]2[S:15][C:14]([NH:17][C:18](=[O:25])[C:19]3[CH:20]=[CH:21][CH:22]=[CH:23][CH:24]=3)=[N:13][C:12]=2[C:11]([O:26][CH3:27])=[CH:10][CH:9]=1)[CH2:6][C:5]1[CH:36]=[CH:37][C:2]([CH3:1])=[CH:3][CH:4]=1. The yield is 0.400.